This data is from NCI-60 drug combinations with 297,098 pairs across 59 cell lines. The task is: Regression. Given two drug SMILES strings and cell line genomic features, predict the synergy score measuring deviation from expected non-interaction effect. (1) Drug 1: C1=C(C(=O)NC(=O)N1)F. Drug 2: C1=NC(=NC(=O)N1C2C(C(C(O2)CO)O)O)N. Cell line: CAKI-1. Synergy scores: CSS=33.6, Synergy_ZIP=-1.62, Synergy_Bliss=-3.19, Synergy_Loewe=3.28, Synergy_HSA=4.73. (2) Drug 1: CN(C)N=NC1=C(NC=N1)C(=O)N. Drug 2: CC(C)(C#N)C1=CC(=CC(=C1)CN2C=NC=N2)C(C)(C)C#N. Cell line: A549. Synergy scores: CSS=-1.16, Synergy_ZIP=-0.560, Synergy_Bliss=-3.66, Synergy_Loewe=-3.76, Synergy_HSA=-4.64. (3) Drug 1: C1CCC(C1)C(CC#N)N2C=C(C=N2)C3=C4C=CNC4=NC=N3. Drug 2: C1CC(=O)NC(=O)C1N2C(=O)C3=CC=CC=C3C2=O. Cell line: SF-268. Synergy scores: CSS=6.22, Synergy_ZIP=4.74, Synergy_Bliss=10.1, Synergy_Loewe=6.41, Synergy_HSA=5.82. (4) Drug 1: C1=CC(=CC=C1CCC2=CNC3=C2C(=O)NC(=N3)N)C(=O)NC(CCC(=O)O)C(=O)O. Drug 2: CCC1(CC2CC(C3=C(CCN(C2)C1)C4=CC=CC=C4N3)(C5=C(C=C6C(=C5)C78CCN9C7C(C=CC9)(C(C(C8N6C)(C(=O)OC)O)OC(=O)C)CC)OC)C(=O)OC)O.OS(=O)(=O)O. Cell line: HOP-92. Synergy scores: CSS=37.8, Synergy_ZIP=-2.05, Synergy_Bliss=3.81, Synergy_Loewe=-0.856, Synergy_HSA=6.23. (5) Drug 1: C1C(C(OC1N2C=NC3=C(N=C(N=C32)Cl)N)CO)O. Drug 2: CN1C(=O)N2C=NC(=C2N=N1)C(=O)N. Cell line: TK-10. Synergy scores: CSS=24.5, Synergy_ZIP=-2.51, Synergy_Bliss=0.977, Synergy_Loewe=-13.9, Synergy_HSA=0.638. (6) Drug 1: CC1=C2C(C(=O)C3(C(CC4C(C3C(C(C2(C)C)(CC1OC(=O)C(C(C5=CC=CC=C5)NC(=O)OC(C)(C)C)O)O)OC(=O)C6=CC=CC=C6)(CO4)OC(=O)C)O)C)O. Drug 2: C1CN1C2=NC(=NC(=N2)N3CC3)N4CC4. Cell line: MOLT-4. Synergy scores: CSS=65.6, Synergy_ZIP=7.31, Synergy_Bliss=6.87, Synergy_Loewe=2.30, Synergy_HSA=6.74. (7) Drug 1: CC(C1=C(C=CC(=C1Cl)F)Cl)OC2=C(N=CC(=C2)C3=CN(N=C3)C4CCNCC4)N. Drug 2: CC1=CC=C(C=C1)C2=CC(=NN2C3=CC=C(C=C3)S(=O)(=O)N)C(F)(F)F. Synergy scores: CSS=1.92, Synergy_ZIP=-1.61, Synergy_Bliss=0.390, Synergy_Loewe=-1.36, Synergy_HSA=-0.00204. Cell line: SK-OV-3. (8) Drug 1: CC12CCC(CC1=CCC3C2CCC4(C3CC=C4C5=CN=CC=C5)C)O. Drug 2: C1=CC(=CC=C1CC(C(=O)O)N)N(CCCl)CCCl.Cl. Cell line: MOLT-4. Synergy scores: CSS=44.0, Synergy_ZIP=0.331, Synergy_Bliss=4.54, Synergy_Loewe=-19.9, Synergy_HSA=3.61. (9) Drug 1: CS(=O)(=O)CCNCC1=CC=C(O1)C2=CC3=C(C=C2)N=CN=C3NC4=CC(=C(C=C4)OCC5=CC(=CC=C5)F)Cl. Drug 2: C1CN(P(=O)(OC1)NCCCl)CCCl. Cell line: OVCAR-5. Synergy scores: CSS=8.10, Synergy_ZIP=-1.82, Synergy_Bliss=5.14, Synergy_Loewe=1.77, Synergy_HSA=3.72.